This data is from hERG potassium channel inhibition data for cardiac toxicity prediction from Karim et al.. The task is: Regression/Classification. Given a drug SMILES string, predict its toxicity properties. Task type varies by dataset: regression for continuous values (e.g., LD50, hERG inhibition percentage) or binary classification for toxic/non-toxic outcomes (e.g., AMES mutagenicity, cardiotoxicity, hepatotoxicity). Dataset: herg_karim. The compound is N[C@H](COc1cccc2c1NC(=O)CO2)CN1CCC2(CC1)Cc1cc(F)ccc1O2. The result is 1 (blocker).